From a dataset of Experimentally validated miRNA-target interactions with 360,000+ pairs, plus equal number of negative samples. Binary Classification. Given a miRNA mature sequence and a target amino acid sequence, predict their likelihood of interaction. (1) The miRNA is hsa-miR-6816-3p with sequence GAAGGACCUGCACCUUCG. The protein sequence of the target gene is MWTPGGPPGSAGWDRRRLGARLRAAFAGLQELQGLRATQQERVRGALALQPPPAPAAPCGPHGLHGPEQQLEAALAALQEQLSRLRQQDIGLKTHLDQLDLQISKLQLDVGTASGEALDSDSRPSSGFYEMSDGGSCSLSTSCASVCSDHISPSLGSLLPVAQAHKARPSMGDWRPRSVDETTVPAWRPQATEEGARPPGSVEDAGQPWGTFWPRPVSTGDLDRALPADTGLQKASADAELLGLLCQGVDIPLHVPDPKYRQDLVSQGGREVYPYPSPLHAVALQSPLFVLTKETPQRGG.... Result: 0 (no interaction). (2) The miRNA is hsa-miR-548ae-5p with sequence AAAAGUAAUUGUGGUUUUUG. The protein sequence of the target gene is MPAARPPAAGLRGISLFLALLLGSPAAALERDALPEGDASPLGPYLLPSGAPERGSPGKEHPEERVVTAPPSSSQSAEVLGELVLDGTAPSAHHDIPALSPLLPEEARPKHALPPKKKLPSLKQVNSARKQLRPKATSAATVQRAGSQPASQGLDLLSSSTEKPGPPGDPDPIVASEEASEVPLWLDRKESAVPTTPAPLQISPFTSQPYVAHTLPQRPEPGEPGPDMAQEAPQEDTSPMALMDKGENELTGSASEESQETTTSTIITTTVITTEQAPALCSVSFSNPEGYIDSSDYPLL.... Result: 0 (no interaction). (3) The miRNA is hsa-miR-558 with sequence UGAGCUGCUGUACCAAAAU. The protein sequence of the target gene is MALRYPMAVGLNKGHKVTKNVSKPRHSRRRGRLTKHTKFVRDMIREVCGFAPYERRAMELLKVSKDKRALKFIKKRVGTHIRAKRKREELSNVLAAMRKAAAKKD. Result: 0 (no interaction). (4) The miRNA is hsa-miR-6822-5p with sequence CAGGGAACCAGUUGGGGCUU. The protein sequence of the target gene is MGSAGLSRLHGLFAVYKPPGLKWKHLRDTVELQLLKGLNARKPPAPKQRVRFLLGPMEGSEEKELTLTATSVPSFINHPLVCGPAFAHLKVGVGHRLDAQASGVLVLGVGHGCRLLTDMYNAHLTKDYTVRGLLGKATDDFREDGRLVEKTTYDHVTREKLDRILAVIQGSHQKALVMYSNLDLKTQEAYEMAVRGLIRPMNKSPMLITGIRCLYFAPPEFLLEVQCMHETQKELRKLVHEIGLELKTTAVCTQVRRTRDGFFTLDSALLRTQWDLTNIQDAIRAATPQVAAELEKSLSP.... Result: 0 (no interaction). (5) The miRNA is mmu-miR-344b-3p with sequence CAUUUAGCCAAAGCCUGACUGU. The protein sequence of the target gene is MGCCTGRCSLVCLCALQLLSALERQIFDFLGFQWAPILGNFLHIIVVILGLFGTIQYRPRYIMVYTVWTALWVTWNVFIICFYLEVGGLSKDTDLMTFNISVHRSWWREHGPGCVRRVLPPSAHGMMDDYTYVSVTGCVVDFQYLEVIHSAVQILLSLVGFVYACYVISISMEEEDTCRNK. Result: 1 (interaction).